This data is from Forward reaction prediction with 1.9M reactions from USPTO patents (1976-2016). The task is: Predict the product of the given reaction. (1) Given the reactants [CH2:1]([N:5]1[C:13]2[C:12]([CH3:14])=[C:11]([CH3:15])[N:10]=[C:9]([NH:16]CC3C=CC(OC)=CC=3)[C:8]=2[N:7]=[C:6]1[CH2:26][OH:27])[CH:2]([CH3:4])[CH3:3], predict the reaction product. The product is: [NH2:16][C:9]1[C:8]2[N:7]=[C:6]([CH2:26][OH:27])[N:5]([CH2:1][CH:2]([CH3:4])[CH3:3])[C:13]=2[C:12]([CH3:14])=[C:11]([CH3:15])[N:10]=1. (2) Given the reactants [Cl:1][C:2]1[N:3]=[C:4](Cl)[C:5]2[S:10][CH:9]=[C:8]([CH2:11][CH3:12])[C:6]=2[N:7]=1.[C:14]([NH2:18])([CH3:17])([CH3:16])[CH3:15], predict the reaction product. The product is: [C:14]([NH:18][C:4]1[C:5]2[S:10][CH:9]=[C:8]([CH2:11][CH3:12])[C:6]=2[N:7]=[C:2]([Cl:1])[N:3]=1)([CH3:17])([CH3:16])[CH3:15]. (3) The product is: [Br:1][C:2]1[CH:7]=[CH:6][C:5]([C:8]([OH:17])=[O:22])=[CH:4][C:3]=1[F:9]. Given the reactants [Br:1][C:2]1[CH:7]=[CH:6][C:5]([CH3:8])=[CH:4][C:3]=1[F:9].N1C=CC=CC=1.[Mn]([O-])(=O)(=O)=[O:17].[K+].[OH2:22], predict the reaction product. (4) Given the reactants [I:1][C:2]1[CH:10]=[CH:9][C:5]([C:6]([OH:8])=O)=[CH:4][CH:3]=1.C(Cl)(=O)C(Cl)=O.[C:17]1([O:23][CH3:24])[CH:22]=[CH:21][CH:20]=[CH:19][CH:18]=1.[Al+3].[Cl-].[Cl-].[Cl-].Cl, predict the reaction product. The product is: [I:1][C:2]1[CH:3]=[CH:4][C:5]([C:6]([C:20]2[CH:21]=[CH:22][C:17]([O:23][CH3:24])=[CH:18][CH:19]=2)=[O:8])=[CH:9][CH:10]=1. (5) Given the reactants [CH3:1][O:2][C:3]1[CH:8]=[CH:7][C:6]([NH2:9])=[CH:5][CH:4]=1.C1N=CN([C:15](N2C=NC=C2)=[O:16])C=1.[CH2:22]([O:24][C:25](=[O:44])[CH2:26][CH2:27][C:28]1[CH:33]=[CH:32][CH:31]=[C:30]([N:34]2[C:38]([NH2:39])=[CH:37][C:36]([C:40]([CH3:43])([CH3:42])[CH3:41])=[N:35]2)[CH:29]=1)[CH3:23], predict the reaction product. The product is: [CH2:22]([O:24][C:25](=[O:44])[CH2:26][CH2:27][C:28]1[CH:33]=[CH:32][CH:31]=[C:30]([N:34]2[C:38]([NH:39][C:15]([NH:9][C:6]3[CH:7]=[CH:8][C:3]([O:2][CH3:1])=[CH:4][CH:5]=3)=[O:16])=[CH:37][C:36]([C:40]([CH3:43])([CH3:42])[CH3:41])=[N:35]2)[CH:29]=1)[CH3:23]. (6) Given the reactants [CH3:1][C:2]1[CH:3]=[C:4]([NH:9][CH2:10][CH2:11][C:12]2[CH:17]=[CH:16][CH:15]=[CH:14][N:13]=2)[CH:5]=[CH:6][C:7]=1[CH3:8].[CH3:18][C:19]([O:22][C:23]([NH:25][C@H:26]([C:33](O)=[O:34])[C:27]1[CH:32]=[CH:31][CH:30]=[CH:29][CH:28]=1)=[O:24])([CH3:21])[CH3:20], predict the reaction product. The product is: [C:19]([O:22][C:23](=[O:24])[NH:25][C@H:26]([C:33](=[O:34])[N:9]([C:4]1[CH:5]=[CH:6][C:7]([CH3:8])=[C:2]([CH3:1])[CH:3]=1)[CH2:10][CH2:11][C:12]1[CH:17]=[CH:16][CH:15]=[CH:14][N:13]=1)[C:27]1[CH:32]=[CH:31][CH:30]=[CH:29][CH:28]=1)([CH3:21])([CH3:18])[CH3:20]. (7) The product is: [Si:22]([O:17][CH2:16][CH2:15][C@@H:6]1[CH2:5][C:4]2[C:3]3[C:2]([Cl:1])=[N:14][CH:13]=[N:12][C:11]=3[S:10][C:9]=2[CH2:8][CH2:7]1)([C:19]([CH3:21])([CH3:20])[CH3:18])([CH3:24])[CH3:23]. Given the reactants [Cl:1][C:2]1[C:3]2[C:4]3[CH2:5][C@@H:6]([CH2:15][CH2:16][OH:17])[CH2:7][CH2:8][C:9]=3[S:10][C:11]=2[N:12]=[CH:13][N:14]=1.[CH3:18][C:19]([Si:22](Cl)([CH3:24])[CH3:23])([CH3:21])[CH3:20].N1C=CN=C1, predict the reaction product. (8) The product is: [Br:18][C:2]1[CH:3]=[CH:4][C:5]([N+:11]([O-:13])=[O:12])=[C:6]([CH:10]=1)[C:7]([OH:9])=[O:8]. Given the reactants N[C:2]1[CH:3]=[CH:4][C:5]([N+:11]([O-:13])=[O:12])=[C:6]([CH:10]=1)[C:7]([OH:9])=[O:8].N([O-])=O.[Na+].[BrH:18], predict the reaction product. (9) Given the reactants [CH3:1][S:2]([N:5]1[CH2:9][CH2:8][C:7]([C:10]2[CH:11]=[CH:12][CH:13]=[C:14]3[C:19]=2[N:18]=[C:17]([NH:20][C@H:21]2[CH2:26][CH2:25][C@H:24]([OH:27])[CH2:23][CH2:22]2)[N:16]=[CH:15]3)=[CH:6]1)(=[O:4])=[O:3], predict the reaction product. The product is: [CH3:1][S:2]([N:5]1[CH2:9][CH2:8][CH:7]([C:10]2[CH:11]=[CH:12][CH:13]=[C:14]3[C:19]=2[N:18]=[C:17]([NH:20][C@H:21]2[CH2:26][CH2:25][C@H:24]([OH:27])[CH2:23][CH2:22]2)[N:16]=[CH:15]3)[CH2:6]1)(=[O:3])=[O:4]. (10) Given the reactants [CH:1]1[C:14]2[C:13](=[O:15])[C:12]3[C:7](=[CH:8][CH:9]=[C:10]([S:16](Cl)(=[O:18])=[O:17])[CH:11]=3)[C:6](=[O:20])[C:5]=2[CH:4]=[CH:3][C:2]=1[S:21](Cl)(=[O:23])=[O:22].C([N:28]([CH:31]([CH3:33])C)[CH2:29][CH3:30])(C)C, predict the reaction product. The product is: [N:28]1([S:21]([C:2]2[CH:3]=[CH:4][C:5]3[C:6](=[O:20])[C:7]4[C:12](=[CH:11][C:10]([S:16]([N:28]5[CH2:29][CH2:30][CH2:5][CH2:4][CH2:3][CH2:33][CH2:31]5)(=[O:18])=[O:17])=[CH:9][CH:8]=4)[C:13](=[O:15])[C:14]=3[CH:1]=2)(=[O:23])=[O:22])[CH2:31][CH2:33][CH2:14][CH2:1][CH2:2][CH2:30][CH2:29]1.